Dataset: Forward reaction prediction with 1.9M reactions from USPTO patents (1976-2016). Task: Predict the product of the given reaction. (1) Given the reactants [OH:1][C@@H:2]([CH2:17][N:18]1[CH2:23][CH2:22][O:21][CH2:20][CH2:19]1)[CH2:3][N:4]1[CH2:9][CH2:8][C:7]2[NH:10][C:11]([CH:14]=O)=[C:12]([CH3:13])[C:6]=2[C:5]1=[O:16].[Br:24][C:25]1[CH:33]=[CH:32][CH:31]=[C:30]2[C:26]=1[CH2:27][C:28](=[O:34])[NH:29]2, predict the reaction product. The product is: [Br:24][C:25]1[CH:33]=[CH:32][CH:31]=[C:30]2[C:26]=1/[C:27](=[CH:14]/[C:11]1[NH:10][C:7]3[CH2:8][CH2:9][N:4]([CH2:3][C@@H:2]([OH:1])[CH2:17][N:18]4[CH2:19][CH2:20][O:21][CH2:22][CH2:23]4)[C:5](=[O:16])[C:6]=3[C:12]=1[CH3:13])/[C:28](=[O:34])[NH:29]2. (2) Given the reactants [Cl:1][C:2]1[CH:7]=[CH:6][CH:5]=[CH:4][C:3]=1[CH2:8][C:9](O)=O.[CH2:12]([NH:16][C:17](=[S:20])[NH:18][NH2:19])[CH2:13][CH2:14][CH3:15], predict the reaction product. The product is: [CH2:12]([N:16]1[C:9]([CH2:8][C:3]2[CH:4]=[CH:5][CH:6]=[CH:7][C:2]=2[Cl:1])=[N:19][NH:18][C:17]1=[S:20])[CH2:13][CH2:14][CH3:15]. (3) The product is: [NH2:17][C:10]1[CH:11]=[C:12]([C:15]#[N:16])[CH:13]=[CH:14][C:9]=1[CH2:8][NH:7][C:5](=[O:6])[C:4]1[CH:20]=[CH:21][CH:22]=[C:2]([Cl:1])[CH:3]=1. Given the reactants [Cl:1][C:2]1[CH:3]=[C:4]([CH:20]=[CH:21][CH:22]=1)[C:5]([NH:7][CH2:8][C:9]1[CH:14]=[CH:13][C:12]([C:15]#[N:16])=[CH:11][C:10]=1[N+:17]([O-])=O)=[O:6], predict the reaction product. (4) The product is: [C:22]([NH:1][C:2]1[C:3]([CH3:14])=[CH:4][C:5]([C:6]([O:8][CH2:9][CH3:10])=[O:7])=[CH:11][C:12]=1[CH3:13])([O:24][CH2:25][C:26]1[CH:31]=[CH:30][CH:29]=[CH:28][CH:27]=1)=[O:23]. Given the reactants [NH2:1][C:2]1[C:12]([CH3:13])=[CH:11][C:5]([C:6]([O:8][CH2:9][CH3:10])=[O:7])=[CH:4][C:3]=1[CH3:14].O1CCCC1.[H-].[Na+].[C:22](Cl)([O:24][CH2:25][C:26]1[CH:31]=[CH:30][CH:29]=[CH:28][CH:27]=1)=[O:23], predict the reaction product. (5) Given the reactants [N+:1]([C:4]1[CH:9]=[CH:8][C:7]([CH2:10][C:11]([NH2:13])=[O:12])=[CH:6][CH:5]=1)([O-:3])=[O:2].Br[CH2:15][C:16](=O)[CH3:17].CN(C)C=O.C(=O)([O-])[O-].[K+].[K+], predict the reaction product. The product is: [CH3:17][C:16]1[N:13]=[C:11]([CH2:10][C:7]2[CH:6]=[CH:5][C:4]([N+:1]([O-:3])=[O:2])=[CH:9][CH:8]=2)[O:12][CH:15]=1. (6) Given the reactants [Cl:1][C:2]1[CH:3]=[C:4]([CH:31]=[CH:32][CH:33]=1)[CH2:5][C:6]1[N:10](COC)[C:9]([C:14]2[CH:19]=[CH:18][C:17](S[Si](C(C)C)(C(C)C)C(C)C)=[CH:16][CH:15]=2)=[N:8][N:7]=1.[N+]([O-])([O-])=O.[K+].[S:39](Cl)(Cl)(=[O:41])=[O:40].[S:44]1[CH:48]=[CH:47][N:46]=[C:45]1[NH2:49], predict the reaction product. The product is: [Cl:1][C:2]1[CH:3]=[C:4]([CH:31]=[CH:32][CH:33]=1)[CH2:5][C:6]1[NH:10][C:9]([C:14]2[CH:15]=[CH:16][C:17]([S:39]([NH:49][C:45]3[S:44][CH:48]=[CH:47][N:46]=3)(=[O:41])=[O:40])=[CH:18][CH:19]=2)=[N:8][N:7]=1. (7) Given the reactants [F:1][C:2]1[CH:3]=[C:4]([CH2:9][C@@H:10]([C:25]2[C:30]([C:31]3[CH:32]=[C:33]([CH:37]=[CH:38][CH:39]=3)[C:34]([NH2:36])=[O:35])=[CH:29][CH:28]=[CH:27][N:26]=2)[NH:11][C:12](=[O:24])[CH2:13][C:14]2[C:22]3[C:17](=[CH:18][CH:19]=[C:20](F)[CH:21]=3)[NH:16][CH:15]=2)[CH:5]=[C:6]([F:8])[CH:7]=1.FC(F)(F)C(O)=O.N[C@H](C1C(C2C=C(C=CC=2)C(N)=O)=CC=CN=1)CC1C=C(F)C=C(F)C=1.[C:73]([O:77][C:78]([NH:80][CH2:81]C1C=C2C(C(CC(O)=O)=CN2)=CC=1)=[O:79])([CH3:76])([CH3:75])[CH3:74], predict the reaction product. The product is: [C:34]([C:33]1[CH:32]=[C:31]([C:30]2[C:25]([C@@H:10]([NH:11][C:12](=[O:24])[CH2:13][C:14]3[C:22]4[C:17](=[CH:18][C:19]([CH2:81][NH:80][C:78](=[O:79])[O:77][C:73]([CH3:76])([CH3:75])[CH3:74])=[CH:20][CH:21]=4)[NH:16][CH:15]=3)[CH2:9][C:4]3[CH:5]=[C:6]([F:8])[CH:7]=[C:2]([F:1])[CH:3]=3)=[N:26][CH:27]=[CH:28][CH:29]=2)[CH:39]=[CH:38][CH:37]=1)(=[O:35])[NH2:36]. (8) Given the reactants [Cl:1][C:2]1[CH:7]=[CH:6][C:5]([NH2:8])=[C:4]([C:9]#[C:10][C:11]2[CH:16]=[CH:15][CH:14]=[CH:13][C:12]=2[Cl:17])[CH:3]=1.[CH3:18][O:19][C:20](=[O:29])[CH2:21][C:22](=O)[CH2:23][C:24]([F:27])([F:26])[F:25].[CH3:30]C1C=CC(S(O)(=O)=O)=CC=1.O, predict the reaction product. The product is: [CH2:18]([O:19][C:20]([C:21]1[C:22]([CH2:23][C:24]([F:27])([F:26])[F:25])=[N:8][C:5]2[C:4]([C:9]=1[CH2:10][C:11]1[CH:16]=[CH:15][CH:14]=[CH:13][C:12]=1[Cl:17])=[CH:3][C:2]([Cl:1])=[CH:7][CH:6]=2)=[O:29])[CH3:30].